Dataset: Catalyst prediction with 721,799 reactions and 888 catalyst types from USPTO. Task: Predict which catalyst facilitates the given reaction. (1) Reactant: [O:1]1CCC[CH2:2]1.C([N-]C(C)C)(C)C.[Li+].[CH3:14][O:15][CH:16]([O:21][CH3:22])[CH2:17][CH2:18][C:19]#[N:20].C(OC)=O. Product: [CH:2]([CH:18]([CH2:17][CH:16]([O:21][CH3:22])[O:15][CH3:14])[C:19]#[N:20])=[O:1]. The catalyst class is: 1. (2) Reactant: C(N(CC)CC)C.C1(P(N=[N+]=[N-])(C2C=CC=CC=2)=[O:15])C=CC=CC=1.Cl.C([O:29][CH2:30][CH3:31])(=O)C.[C:32]1([CH3:38])[CH:37]=[CH:36][CH:35]=[CH:34][CH:33]=1. Product: [O:15]1[C:37]2[C:32](=[CH:33][CH:34]=[CH:35][CH:36]=2)[CH2:38][C:30](=[O:29])[CH2:31]1. The catalyst class is: 46. (3) Reactant: [NH3:1].[N:2]1([C:6]2[N:10]3[CH:11]=[CH:12][N:13]=[C:14](Cl)[C:9]3=[C:8]([Br:16])[N:7]=2)[CH2:5][CH2:4][CH2:3]1. Product: [N:2]1([C:6]2[N:10]3[CH:11]=[CH:12][N:13]=[C:14]([NH2:1])[C:9]3=[C:8]([Br:16])[N:7]=2)[CH2:5][CH2:4][CH2:3]1. The catalyst class is: 41. (4) Reactant: [O:1]=[C:2]1[C:13]2=[CH:14][C:15]3[CH:16]=[CH:17][C:18]([C:21]([O:23]CC)=[O:22])=[CH:19][C:20]=3[N:12]2[CH2:11][C:5]2([CH2:10][CH2:9][O:8][CH2:7][CH2:6]2)[CH2:4][NH:3]1.[OH-].[Na+].O.C(O)(=O)C. Product: [O:1]=[C:2]1[C:13]2=[CH:14][C:15]3[CH:16]=[CH:17][C:18]([C:21]([OH:23])=[O:22])=[CH:19][C:20]=3[N:12]2[CH2:11][C:5]2([CH2:6][CH2:7][O:8][CH2:9][CH2:10]2)[CH2:4][NH:3]1. The catalyst class is: 8. (5) Reactant: Br[CH2:2][C:3]([C:5]1[CH:13]=[CH:12][C:8]([C:9]([OH:11])=[O:10])=[CH:7][CH:6]=1)=O.[N:14]1[CH:19]=[CH:18][CH:17]=[C:16]([NH:20][C:21]([NH2:23])=[S:22])[CH:15]=1. Product: [N:14]1[CH:19]=[CH:18][CH:17]=[C:16]([NH:20][C:21]2[S:22][CH:2]=[C:3]([C:5]3[CH:13]=[CH:12][C:8]([C:9]([OH:11])=[O:10])=[CH:7][CH:6]=3)[N:23]=2)[CH:15]=1. The catalyst class is: 8. (6) Reactant: [OH-].[K+].[C:3](O)(=O)[CH2:4][SH:5].Br[CH2:9][CH2:10][CH2:11][CH2:12][CH2:13][CH2:14][CH2:15][CH2:16][CH2:17][CH2:18][CH2:19][C:20]#[C:21][CH3:22].Cl. Product: [CH3:3][CH2:4][S:5][CH2:22][CH2:21][CH2:20][CH2:19][CH2:18][CH2:17][CH2:16][CH2:15][CH2:14][CH2:13][CH2:12][C:11]#[C:10][CH3:9]. The catalyst class is: 5. (7) Reactant: [CH3:1][C:2]1[CH:16]=[CH:15][C:5]([C:6]([NH:8][CH:9](Cl)[C:10]([Cl:13])([Cl:12])[Cl:11])=[O:7])=[CH:4][CH:3]=1.[O-:17][C:18]#[N:19].[K+]. Product: [CH3:1][C:2]1[CH:16]=[CH:15][C:5]([C:6]([NH:8][CH:9]([N:19]=[C:18]=[O:17])[C:10]([Cl:13])([Cl:12])[Cl:11])=[O:7])=[CH:4][CH:3]=1. The catalyst class is: 21. (8) Reactant: [N:1]1([C:7]2[CH:19]=[C:18]([C:20]([O:22][CH3:23])=[O:21])[C:10]3[NH:11][C:12]([C:14]([F:17])([F:16])[F:15])=[N:13][C:9]=3[CH:8]=2)[CH2:6][CH2:5][O:4][CH2:3][CH2:2]1.C(=O)([O-])[O-].[K+].[K+].Br[CH2:31][C:32]1[CH:37]=[CH:36][CH:35]=[C:34]([C:38]([F:41])([F:40])[F:39])[C:33]=1[CH3:42]. Product: [CH3:42][C:33]1[C:34]([C:38]([F:39])([F:40])[F:41])=[CH:35][CH:36]=[CH:37][C:32]=1[CH2:31][N:13]1[C:9]2[CH:8]=[C:7]([N:1]3[CH2:6][CH2:5][O:4][CH2:3][CH2:2]3)[CH:19]=[C:18]([C:20]([O:22][CH3:23])=[O:21])[C:10]=2[N:11]=[C:12]1[C:14]([F:17])([F:15])[F:16]. The catalyst class is: 9. (9) Reactant: [CH2:1]([C:5]1[O:6][C:7]2[C:25]([C:26]([O:28][CH:29]([CH3:31])[CH3:30])=[O:27])=[CH:24][CH:23]=[CH:22][C:8]=2[C:9]=1[C:10](=[O:21])[C:11]1[CH:16]=[CH:15][C:14]([CH2:17][CH2:18][CH2:19]Br)=[CH:13][CH:12]=1)[CH2:2][CH2:3][CH3:4].[CH2:32]([NH:36][CH2:37][CH2:38][CH2:39][CH3:40])[CH2:33][CH2:34][CH3:35].[I-].[Na+].[C:43](=[O:46])([O-:45])[O-].[K+].[K+]. Product: [C:26]([OH:28])(=[O:27])[C:43]([OH:45])=[O:46].[CH2:1]([C:5]1[O:6][C:7]2[C:25]([C:26]([O:28][CH:29]([CH3:31])[CH3:30])=[O:27])=[CH:24][CH:23]=[CH:22][C:8]=2[C:9]=1[C:10](=[O:21])[C:11]1[CH:16]=[CH:15][C:14]([CH2:17][CH2:18][CH2:19][N:36]([CH2:37][CH2:38][CH2:39][CH3:40])[CH2:32][CH2:33][CH2:34][CH3:35])=[CH:13][CH:12]=1)[CH2:2][CH2:3][CH3:4]. The catalyst class is: 10. (10) Reactant: [NH2:1][C:2]1[CH:6]=[C:5]([C:7]2[CH:12]=[CH:11][N:10]=[CH:9][CH:8]=2)[S:4][C:3]=1[C:13]([NH2:15])=[O:14].[C:16]1(=O)[CH2:21][CH2:20][CH2:19][CH2:18][CH2:17]1.O.C1(C)C=CC(S(O)(=O)=O)=CC=1.C(=O)([O-])O.[Na+]. Product: [N:10]1[CH:9]=[CH:8][C:7]([C:5]2[S:4][C:3]3[C:13](=[O:14])[NH:15][C:16]4([CH2:21][CH2:20][CH2:19][CH2:18][CH2:17]4)[NH:1][C:2]=3[CH:6]=2)=[CH:12][CH:11]=1. The catalyst class is: 11.